From a dataset of Full USPTO retrosynthesis dataset with 1.9M reactions from patents (1976-2016). Predict the reactants needed to synthesize the given product. (1) Given the product [CH:23]([C:25]1[CH:30]=[CH:29][CH:28]=[CH:27][C:26]=1[C:2]1[CH:7]=[CH:6][C:5]([C:8]2[CH2:12][CH:11]([CH2:13][NH:14][C:15]([C:17]3[S:18][C:19]([Cl:22])=[CH:20][CH:21]=3)=[O:16])[O:10][N:9]=2)=[CH:4][CH:3]=1)=[O:24], predict the reactants needed to synthesize it. The reactants are: Br[C:2]1[CH:7]=[CH:6][C:5]([C:8]2[CH2:12][CH:11]([CH2:13][NH:14][C:15]([C:17]3[S:18][C:19]([Cl:22])=[CH:20][CH:21]=3)=[O:16])[O:10][N:9]=2)=[CH:4][CH:3]=1.[CH:23]([C:25]1[CH:30]=[CH:29][CH:28]=[CH:27][C:26]=1B(O)O)=[O:24].C([O-])([O-])=O.[K+].[K+].[Br-]. (2) Given the product [Cl:20][C:11]1[CH:10]=[C:9](/[CH:8]=[C:4]2/[C:5](=[O:7])[N:6]3[CH:23]=[C:24]([C:26]4[CH:27]=[N:28][CH:29]=[CH:30][C:31]=4[CH3:32])[N:1]=[C:2]3[S:3]/2)[CH:14]=[C:13]([O:15][CH2:16][CH2:17][CH3:18])[C:12]=1[OH:19], predict the reactants needed to synthesize it. The reactants are: [NH2:1][C:2]1[S:3]/[C:4](=[CH:8]\[C:9]2[CH:14]=[C:13]([O:15][CH2:16][CH2:17][CH3:18])[C:12]([OH:19])=[C:11]([Cl:20])[CH:10]=2)/[C:5](=[O:7])[N:6]=1.Br.Br[CH2:23][C:24]([C:26]1[CH:27]=[N:28][CH:29]=[CH:30][C:31]=1[CH3:32])=O. (3) The reactants are: [CH3:1][S:2][C:3]1[N:8]=[CH:7][C:6]([OH:9])=[CH:5][N:4]=1.C([O-])([O-])=O.[K+].[K+].Cl[C:17]([F:27])([F:26])C(C1C=CC=CC=1)=O.CCOC(C)=O. Given the product [F:26][CH:17]([F:27])[O:9][C:6]1[CH:5]=[N:4][C:3]([S:2][CH3:1])=[N:8][CH:7]=1, predict the reactants needed to synthesize it. (4) Given the product [Cl-:19].[CH3:6][O:7][C:8]1[CH:15]=[CH:14][CH:13]=[CH:12][C:9]=1[CH:10]=[N+:1]1[CH2:5][CH2:4][CH2:3][CH2:2]1, predict the reactants needed to synthesize it. The reactants are: [NH:1]1[CH2:5][CH2:4][CH2:3][CH2:2]1.[CH3:6][O:7][C:8]1[CH:15]=[CH:14][CH:13]=[CH:12][C:9]=1[CH:10]=O.C([Cl:19])(=O)C. (5) Given the product [NH2:8][C:7]1[N:6]([CH2:9][CH3:10])[C:5](=[O:11])[NH:4][C:3](=[O:12])[C:2]=1[NH:1][C:27]([C:25]1[CH:24]=[N:23][N:22]([CH2:21][C:17]2[CH:18]=[CH:19][CH:20]=[C:15]([C:14]([F:31])([F:13])[F:30])[CH:16]=2)[CH:26]=1)=[O:28], predict the reactants needed to synthesize it. The reactants are: [NH2:1][C:2]1[C:3](=[O:12])[NH:4][C:5](=[O:11])[N:6]([CH2:9][CH3:10])[C:7]=1[NH2:8].[F:13][C:14]([F:31])([F:30])[C:15]1[CH:16]=[C:17]([CH2:21][N:22]2[CH:26]=[C:25]([C:27](O)=[O:28])[CH:24]=[N:23]2)[CH:18]=[CH:19][CH:20]=1.Cl.CN(C)CCCN=C=NCC.